This data is from Catalyst prediction with 721,799 reactions and 888 catalyst types from USPTO. The task is: Predict which catalyst facilitates the given reaction. (1) Reactant: [OH:1][C:2]1[CH:7]=[CH:6][CH:5]=[CH:4][C:3]=1[C:8]1[N:12]=[C:11]([C:13]2[CH:18]=[CH:17][CH:16]=[CH:15][C:14]=2[OH:19])[N:10]([C:20]2[CH:28]=[CH:27][C:23]([C:24]([OH:26])=[O:25])=[CH:22][CH:21]=2)[N:9]=1.[OH-].[Na+].[Cl-].[Zn+2:32].[Cl-]. Product: [CH:5]1[CH:6]=[CH:7][C:2]([OH:1])=[C:3]([C:8]2[N:12]=[C:11]([C:13]3[CH:18]=[CH:17][CH:16]=[CH:15][C:14]=3[OH:19])[N:10]([C:20]3[CH:28]=[CH:27][C:23]([C:24]([OH:26])=[O:25])=[CH:22][CH:21]=3)[N:9]=2)[CH:4]=1.[Zn:32]. The catalyst class is: 6. (2) Reactant: Br[C:2]1[CH:9]=[C:8]([F:10])[CH:7]=[CH:6][C:3]=1[C:4]#[N:5].C([Mg]Cl)(C)C.CN([CH:19]=[O:20])C.Cl. Product: [F:10][C:8]1[CH:7]=[CH:6][C:3]([C:4]#[N:5])=[C:2]([CH:19]=[O:20])[CH:9]=1. The catalyst class is: 1. (3) Reactant: [CH3:1][C:2]1([CH3:15])[C@@H:4]2[CH2:5][C:6]3[C:10]([C@H:3]12)=[C:9]([CH3:11])[S:8][C:7]=3[C:12]([OH:14])=O.CN(C(ON1N=NC2C=CC=CC1=2)=[N+](C)C)C.[B-](F)(F)(F)F.C(N(C(C)C)C(C)C)C.[NH2:47][CH2:48][C:49]1[CH:58]=[CH:57][C:52]([O:53][CH2:54][CH2:55][OH:56])=[CH:51][C:50]=1[O:59][CH3:60]. Product: [OH:56][CH2:55][CH2:54][O:53][C:52]1[CH:57]=[CH:58][C:49]([CH2:48][NH:47][C:12]([C:7]2[S:8][C:9]([CH3:11])=[C:10]3[C:6]=2[CH2:5][C@H:4]2[C:2]([CH3:1])([CH3:15])[C@H:3]23)=[O:14])=[C:50]([O:59][CH3:60])[CH:51]=1. The catalyst class is: 3. (4) Reactant: [NH2:1][C:2](=[O:11])[CH2:3][C:4]([CH3:10])([CH3:9])[CH2:5][C:6]([OH:8])=[O:7].[C:12](=O)([O-])[O-].[K+].[K+].CI. Product: [NH2:1][C:2](=[O:11])[CH2:3][C:4]([CH3:9])([CH3:10])[CH2:5][C:6]([O:8][CH3:12])=[O:7]. The catalyst class is: 3. (5) Reactant: [CH3:1][O:2][C:3]([C:5]1[C:6]([NH2:14])=[CH:7][CH:8]=[C:9]2[C:13]=1[NH:12][N:11]=[CH:10]2)=[O:4].[Br:15]N1C(=O)CCC1=O. Product: [CH3:1][O:2][C:3]([C:5]1[C:6]([NH2:14])=[C:7]([Br:15])[CH:8]=[C:9]2[C:13]=1[NH:12][N:11]=[CH:10]2)=[O:4]. The catalyst class is: 9.